This data is from Forward reaction prediction with 1.9M reactions from USPTO patents (1976-2016). The task is: Predict the product of the given reaction. (1) Given the reactants [C:1]([O:9][C@@H:10]1[CH2:18][C@@H:13]2[O:14][C:15](=[O:17])[CH2:16][C@@H:12]2[C@H:11]1/[CH:19]=[CH:20]/[C:21](=[O:29])[C:22]([F:28])([F:27])[CH2:23][CH2:24][CH2:25][CH3:26])(=[O:8])[C:2]1[CH:7]=[CH:6][CH:5]=[CH:4][CH:3]=1, predict the reaction product. The product is: [C:1]([O:9][C@@H:10]1[CH2:18][C@@H:13]2[O:14][C:15](=[O:17])[CH2:16][C@@H:12]2[C@H:11]1[CH2:19][CH2:20][C:21](=[O:29])[C:22]([F:27])([F:28])[CH2:23][CH2:24][CH2:25][CH3:26])(=[O:8])[C:2]1[CH:3]=[CH:4][CH:5]=[CH:6][CH:7]=1. (2) Given the reactants C([O-])=O.C(OC(=O)[NH:13][CH2:14][CH2:15][C:16]1[O:17][C:18]([CH2:21][CH3:22])=[CH:19][N:20]=1)C1C=CC=CC=1, predict the reaction product. The product is: [CH2:21]([C:18]1[O:17][C:16]([CH2:15][CH2:14][NH2:13])=[N:20][CH:19]=1)[CH3:22]. (3) The product is: [F:14][C:5]1[CH:6]=[C:7]([O:8][CH3:9])[CH:2]=[CH:3][C:4]=1[CH2:10][C:11]([OH:13])=[O:12].[F:14][C:5]1[CH:6]=[C:7]([OH:8])[CH:2]=[CH:3][C:4]=1[CH2:10][C:11]([OH:13])=[O:12]. Given the reactants F[C:2]1[CH:3]=[C:4]([CH2:10][C:11]([OH:13])=[O:12])[CH:5]=[CH:6][C:7]=1[O:8][CH3:9].[F:14]C1C=CC=CC=1OC, predict the reaction product. (4) The product is: [Br:8][C:5]1[CH:6]=[CH:7][C:2]([C:13]2[CH:12]=[CH:11][C:10]([F:9])=[CH:15][C:14]=2[F:16])=[N:3][CH:4]=1. Given the reactants Br[C:2]1[CH:7]=[CH:6][C:5]([Br:8])=[CH:4][N:3]=1.[F:9][C:10]1[CH:15]=[C:14]([F:16])[CH:13]=[CH:12][C:11]=1B(O)O.C(=O)([O-])[O-].[K+].[K+].C1(P(C2C=CC=CC=2)C2C=CC=CC=2)C=CC=CC=1, predict the reaction product. (5) Given the reactants [CH2:1]([S:3]([C:6]1[CH:14]=[CH:13][C:9]([C:10](O)=[O:11])=[CH:8][CH:7]=1)(=[O:5])=[O:4])[CH3:2].B, predict the reaction product. The product is: [CH2:1]([S:3]([C:6]1[CH:14]=[CH:13][C:9]([CH2:10][OH:11])=[CH:8][CH:7]=1)(=[O:5])=[O:4])[CH3:2]. (6) Given the reactants [F:1][C:2]1[CH:3]=[C:4](/[CH:8]=[CH:9]/[C:10]2[CH:15]=[CH:14][C:13]([N:16]3[C:20](=[O:21])[CH2:19][CH:18](C(O)=O)[CH2:17]3)=[CH:12][CH:11]=2)[CH:5]=[CH:6][CH:7]=1.ClC([O:28][CH2:29]C(C)C)=O.[N-:33]=[N+]=[N-].[Na+].[C:37]([OH:41])([CH3:40])([CH3:39])[CH3:38], predict the reaction product. The product is: [C:37]([O:41][C:29](=[O:28])[NH:33][CH:18]1[CH2:19][C:20](=[O:21])[N:16]([C:13]2[CH:14]=[CH:15][C:10](/[CH:9]=[CH:8]/[C:4]3[CH:5]=[CH:6][CH:7]=[C:2]([F:1])[CH:3]=3)=[CH:11][CH:12]=2)[CH2:17]1)([CH3:40])([CH3:39])[CH3:38]. (7) Given the reactants Cl.[CH2:2]([C:6]1[N:7]([NH2:19])[C:8]2[C:17]3[CH:16]=[CH:15][CH:14]=[CH:13][C:12]=3[N:11]=[CH:10][C:9]=2[N:18]=1)[CH2:3][CH2:4][CH3:5].[CH:20](=O)[C:21]1[CH:26]=[CH:25][CH:24]=[CH:23][CH:22]=1, predict the reaction product. The product is: [CH:20](=[N:19][N:7]1[C:8]2[C:17]3[CH:16]=[CH:15][CH:14]=[CH:13][C:12]=3[N:11]=[CH:10][C:9]=2[N:18]=[C:6]1[CH2:2][CH2:3][CH2:4][CH3:5])[C:21]1[CH:26]=[CH:25][CH:24]=[CH:23][CH:22]=1. (8) Given the reactants [Li]CCCC.Br[C:7]1[CH:12]=[CH:11][C:10]([CH2:13][O:14][Si](C(C)(C)C)(C)C)=[CH:9][N:8]=1.[C:22]([N:29]1[CH2:34][CH2:33][C:32](=[O:35])[CH2:31][CH2:30]1)([O:24][C:25]([CH3:28])([CH3:27])[CH3:26])=[O:23].[NH4+].[Cl-].[F-].C([N+](CCCC)(CCCC)CCCC)CCC.[SiH3]O[SiH3], predict the reaction product. The product is: [OH:35][C:32]1([C:7]2[CH:12]=[CH:11][C:10]([CH2:13][OH:14])=[CH:9][N:8]=2)[CH2:31][CH2:30][N:29]([C:22]([O:24][C:25]([CH3:28])([CH3:27])[CH3:26])=[O:23])[CH2:34][CH2:33]1. (9) Given the reactants [C:1]([O:5][C:6](=[O:34])[NH:7][C:8]([C:10]1[S:11][C:12]([S:32][CH3:33])=[C:13]([S:15]([C:18]2[CH:19]=[C:20]([C:24]3[C:29]([CH3:30])=[CH:28][CH:27]=[CH:26][C:25]=3[NH2:31])[CH:21]=[CH:22][CH:23]=2)(=[O:17])=[O:16])[CH:14]=1)=[NH:9])([CH3:4])([CH3:3])[CH3:2].N1C=CC=CC=1.Cl[C:42](OC1C=CC([N+]([O-])=O)=CC=1)=[O:43].[CH2:54]([NH2:57])[CH2:55][NH2:56].C(N(CC)CC)C, predict the reaction product. The product is: [C:1]([O:5][C:6](=[O:34])[NH:7][C:8]([C:10]1[S:11][C:12]([S:32][CH3:33])=[C:13]([S:15]([C:18]2[CH:19]=[C:20]([C:24]3[C:29]([CH3:30])=[CH:28][CH:27]=[CH:26][C:25]=3[NH:31][C:42]([NH:56][CH2:55][CH2:54][NH2:57])=[O:43])[CH:21]=[CH:22][CH:23]=2)(=[O:17])=[O:16])[CH:14]=1)=[NH:9])([CH3:4])([CH3:3])[CH3:2].